This data is from Full USPTO retrosynthesis dataset with 1.9M reactions from patents (1976-2016). The task is: Predict the reactants needed to synthesize the given product. Given the product [CH3:20][O:21][C:22]1[CH:27]=[C:26]([C:6]2[CH:7]=[C:8]3[C:3](=[CH:4][CH:5]=2)[C:2](=[O:1])[CH2:11][CH2:10][CH2:9]3)[CH:25]=[CH:24][CH:23]=1, predict the reactants needed to synthesize it. The reactants are: [O:1]=[C:2]1[CH2:11][CH2:10][CH2:9][C:8]2[CH:7]=[C:6](OS(C(F)(F)F)(=O)=O)[CH:5]=[CH:4][C:3]1=2.[CH3:20][O:21][C:22]1[CH:23]=[C:24](B(O)O)[CH:25]=[CH:26][CH:27]=1.